Predict the product of the given reaction. From a dataset of Forward reaction prediction with 1.9M reactions from USPTO patents (1976-2016). (1) Given the reactants [CH3:1][N:2]1[CH2:15][CH2:14][C:5]2[NH:6][C:7]3[CH:8]=[CH:9][C:10]([CH3:13])=[CH:11][C:12]=3[C:4]=2[CH2:3]1.[OH-].[K+].[CH:18]([C:21]1[CH:26]=[CH:25][C:24]([CH:27]=[CH2:28])=[CH:23][N:22]=1)([CH3:20])[CH3:19], predict the reaction product. The product is: [CH:18]([C:21]1[N:22]=[CH:23][C:24]([CH2:27][CH2:28][N:6]2[C:7]3[CH:8]=[CH:9][C:10]([CH3:13])=[CH:11][C:12]=3[C:4]3[CH2:3][N:2]([CH3:1])[CH2:15][CH2:14][C:5]2=3)=[CH:25][CH:26]=1)([CH3:20])[CH3:19]. (2) Given the reactants [F:1][C:2]1[CH:30]=[CH:29][CH:28]=[C:27]([F:31])[C:3]=1[C:4]([NH:6][C:7]1[C:8]([C:12]2[NH:16][C:15]3[CH:17]=[C:18]([O:24][CH2:25][CH3:26])[C:19]([C:21](O)=[O:22])=[CH:20][C:14]=3[N:13]=2)=[N:9][NH:10][CH:11]=1)=[O:5].[NH:32]1[CH2:37][CH2:36][O:35][CH2:34][CH2:33]1.C(Cl)CCl.C1C=CC2N(O)N=NC=2C=1, predict the reaction product. The product is: [CH2:25]([O:24][C:18]1[C:19]([C:21]([N:32]2[CH2:37][CH2:36][O:35][CH2:34][CH2:33]2)=[O:22])=[CH:20][C:14]2[N:13]=[C:12]([C:8]3[C:7]([NH:6][C:4](=[O:5])[C:3]4[C:2]([F:1])=[CH:30][CH:29]=[CH:28][C:27]=4[F:31])=[CH:11][NH:10][N:9]=3)[NH:16][C:15]=2[CH:17]=1)[CH3:26]. (3) Given the reactants [F:1][C:2]1[CH:17]=[C:16]([CH:18]=O)[CH:15]=[CH:14][C:3]=1[O:4][C:5]1[N:6]=[CH:7][C:8]([C:11]([NH2:13])=[O:12])=[N:9][CH:10]=1.[CH3:20][C:21]([CH3:27])([CH3:26])[CH2:22][CH2:23][CH2:24][NH2:25].[BH4-].[Na+], predict the reaction product. The product is: [CH3:20][C:21]([CH3:27])([CH3:26])[CH2:22][CH2:23][CH2:24][NH:25][CH2:18][C:16]1[CH:15]=[CH:14][C:3]([O:4][C:5]2[N:6]=[CH:7][C:8]([C:11]([NH2:13])=[O:12])=[N:9][CH:10]=2)=[C:2]([F:1])[CH:17]=1. (4) Given the reactants [OH:1][CH:2]([C:21]1[CH:26]=[CH:25][CH:24]=[CH:23][N:22]=1)[C:3]1[CH:4]=[C:5]([C:16]([O:18]CC)=[O:17])[CH:6]=[C:7]([C:9]2[CH:14]=[CH:13][C:12]([CH3:15])=[CH:11][CH:10]=2)[CH:8]=1.[OH-].[Li+].OS(O)(=O)=O, predict the reaction product. The product is: [OH:1][CH:2]([C:21]1[CH:26]=[CH:25][CH:24]=[CH:23][N:22]=1)[C:3]1[CH:4]=[C:5]([C:16]([OH:18])=[O:17])[CH:6]=[C:7]([C:9]2[CH:14]=[CH:13][C:12]([CH3:15])=[CH:11][CH:10]=2)[CH:8]=1.